This data is from Forward reaction prediction with 1.9M reactions from USPTO patents (1976-2016). The task is: Predict the product of the given reaction. (1) Given the reactants [CH3:1][CH2:2][N:3]([CH:7]([CH3:9])C)[CH:4]([CH3:6])[CH3:5].ClC(OCC1C=[CH:19][C:18]([N+:21]([O-])=O)=[CH:17][CH:16]=1)=O.CN(C)C=[O:27], predict the reaction product. The product is: [CH3:9][CH2:7][N:3]([C:4]1[CH:5]=[CH:19][C:18]([NH2:21])=[C:17]([CH3:16])[CH:6]=1)[CH2:2][CH2:1][OH:27]. (2) Given the reactants Cl[C:2]1[CH:29]=[CH:28][C:5]([C:6]([NH:8][CH2:9][C:10]2[C:19](=[O:20])[C:18]3[C:13](=[CH:14][C:15]([Cl:21])=[CH:16][CH:17]=3)[N:12]([C:22]3[CH:27]=[CH:26][CH:25]=[CH:24][CH:23]=3)[CH:11]=2)=[O:7])=[CH:4][N:3]=1.[CH3:30][N:31]([CH3:38])[CH:32]1[CH2:37][CH2:36][NH:35][CH2:34][CH2:33]1, predict the reaction product. The product is: [Cl:21][C:15]1[CH:14]=[C:13]2[C:18]([C:19](=[O:20])[C:10]([CH2:9][NH:8][C:6]([C:5]3[CH:28]=[CH:29][C:2]([N:35]4[CH2:36][CH2:37][CH:32]([N:31]([CH3:38])[CH3:30])[CH2:33][CH2:34]4)=[N:3][CH:4]=3)=[O:7])=[CH:11][N:12]2[C:22]2[CH:27]=[CH:26][CH:25]=[CH:24][CH:23]=2)=[CH:17][CH:16]=1. (3) Given the reactants [Br:1][C:2]1[C:3](=[O:9])[NH:4][N:5]=[C:6]([Cl:8])[CH:7]=1.[C:10]([O-])([O-])=O.[Cs+].[Cs+].IC, predict the reaction product. The product is: [Br:1][C:2]1[C:3](=[O:9])[N:4]([CH3:10])[N:5]=[C:6]([Cl:8])[CH:7]=1. (4) Given the reactants [CH3:1][C:2]1([C:7]2[N:8]=[C:9]([CH2:12][N:13]3[N:17]=[C:16]([NH2:18])[CH:15]=[N:14]3)[S:10][CH:11]=2)[O:6]CCO1.[CH3:19][O:20][C:21]1[CH:22]=[C:23]([C:27]2[O:31][CH:30]=[N:29][C:28]=2[C:32](O)=[O:33])[CH:24]=[CH:25][CH:26]=1, predict the reaction product. The product is: [C:2]([C:7]1[N:8]=[C:9]([CH2:12][N:13]2[N:17]=[C:16]([NH:18][C:32]([C:28]3[N:29]=[CH:30][O:31][C:27]=3[C:23]3[CH:24]=[CH:25][CH:26]=[C:21]([O:20][CH3:19])[CH:22]=3)=[O:33])[CH:15]=[N:14]2)[S:10][CH:11]=1)(=[O:6])[CH3:1].